Dataset: Peptide-MHC class I binding affinity with 185,985 pairs from IEDB/IMGT. Task: Regression. Given a peptide amino acid sequence and an MHC pseudo amino acid sequence, predict their binding affinity value. This is MHC class I binding data. (1) The peptide sequence is RVSTGLYRY. The MHC is SLA-10401 with pseudo-sequence SLA-10401. The binding affinity (normalized) is 0.738. (2) The peptide sequence is NEMILMKMK. The MHC is HLA-B44:02 with pseudo-sequence HLA-B44:02. The binding affinity (normalized) is 0.446. (3) The peptide sequence is SMHYKLDEV. The MHC is HLA-A25:01 with pseudo-sequence HLA-A25:01. The binding affinity (normalized) is 0.0847. (4) The peptide sequence is FPRDPVSTF. The MHC is HLA-B46:01 with pseudo-sequence HLA-B46:01. The binding affinity (normalized) is 0.0847. (5) The peptide sequence is IPRQWHPFA. The MHC is HLA-A01:01 with pseudo-sequence HLA-A01:01. The binding affinity (normalized) is 0.0847.